This data is from Forward reaction prediction with 1.9M reactions from USPTO patents (1976-2016). The task is: Predict the product of the given reaction. Given the reactants [CH2:1]([N:3]1[C:12]2[C:7](=[CH:8][C:9]([F:13])=[CH:10][CH:11]=2)[N:6]([C:14](=[O:23])[C:15]2[CH:20]=[CH:19][C:18]([O:21]C)=[CH:17][CH:16]=2)[C@@H:5]([CH2:24][CH3:25])[C:4]1=[O:26])[CH3:2].C([C@H]1N(C(=O)C2C=CC(O)=CC=2)C2C(=CC(F)=CC=2)N(C)C1=O)C, predict the reaction product. The product is: [CH2:1]([N:3]1[C:12]2[C:7](=[CH:8][C:9]([F:13])=[CH:10][CH:11]=2)[N:6]([C:14](=[O:23])[C:15]2[CH:20]=[CH:19][C:18]([OH:21])=[CH:17][CH:16]=2)[C@@H:5]([CH2:24][CH3:25])[C:4]1=[O:26])[CH3:2].